Task: Predict the reaction yield, written as a fraction of the theoretical maximum amount of product (1.0 means a 100% yield; for example, 0.34 means a 34% yield).. Dataset: Reaction yield outcomes from USPTO patents with 853,638 reactions (1) The yield is 0.320. The product is [NH2:26][CH2:25][C:23]1[CH:24]=[C:16]([NH:15][C:13]([C:10]2([C:8]3[CH:7]=[CH:6][C:5]4[O:1][CH2:2][O:3][C:4]=4[CH:9]=3)[CH2:11][CH2:12]2)=[O:14])[CH:17]=[C:18]2[C:22]=1[NH:21][C:20]([C:27]([CH3:30])([CH3:29])[CH3:28])=[CH:19]2. The reactants are [O:1]1[C:5]2[CH:6]=[CH:7][C:8]([C:10]3([C:13]([NH:15][C:16]4[CH:17]=[C:18]5[C:22](=[C:23]([C:25]#[N:26])[CH:24]=4)[NH:21][C:20]([C:27]([CH3:30])([CH3:29])[CH3:28])=[CH:19]5)=[O:14])[CH2:12][CH2:11]3)=[CH:9][C:4]=2[O:3][CH2:2]1.[H][H]. The catalyst is C(OCC)(=O)C.[Pd]. (2) The reactants are Cl[C:2]1[N:11]=[C:10]([C:12]2[CH:17]=[CH:16][CH:15]=[CH:14][N:13]=2)[C:9]2[C:4](=[CH:5][CH:6]=[C:7]([C:18]3[O:19][CH:20]=[CH:21][CH:22]=3)[CH:8]=2)[N:3]=1.[CH3:23][O:24][C:25](=[O:40])[CH2:26][CH2:27][C:28]([C:30]1[C:38]2[C:33](=[CH:34][CH:35]=[C:36]([Br:39])[CH:37]=2)[NH:32][CH:31]=1)=[O:29].C([O-])([O-])=O.[K+].[K+].O. The catalyst is CN(C1C=CN=CC=1)C.CS(C)=O. The product is [CH3:23][O:24][C:25](=[O:40])[CH2:26][CH2:27][C:28]([C:30]1[C:38]2[C:33](=[CH:34][CH:35]=[C:36]([Br:39])[CH:37]=2)[N:32]([C:2]2[N:11]=[C:10]([C:12]3[CH:17]=[CH:16][CH:15]=[CH:14][N:13]=3)[C:9]3[C:4](=[CH:5][CH:6]=[C:7]([C:18]4[O:19][CH:20]=[CH:21][CH:22]=4)[CH:8]=3)[N:3]=2)[CH:31]=1)=[O:29]. The yield is 0.950. (3) The reactants are [CH:1]([C:5]1[CH:10]=[CH:9][C:8]([N:11]2[C:20](=[O:21])[C:19]3[C:14](=[CH:15][CH:16]=[CH:17][CH:18]=3)[N:13]=[C:12]2[C:22]2[CH:23]=[N:24][C:25](Cl)=[CH:26][CH:27]=2)=[CH:7][CH:6]=1)([CH2:3][CH3:4])[CH3:2].[CH3:29]B1OB(C)OB(C)O1.C([O-])([O-])=O.[K+].[K+]. The catalyst is O1CCOCC1.C1C=CC([P]([Pd]([P](C2C=CC=CC=2)(C2C=CC=CC=2)C2C=CC=CC=2)([P](C2C=CC=CC=2)(C2C=CC=CC=2)C2C=CC=CC=2)[P](C2C=CC=CC=2)(C2C=CC=CC=2)C2C=CC=CC=2)(C2C=CC=CC=2)C2C=CC=CC=2)=CC=1. The product is [CH:1]([C:5]1[CH:10]=[CH:9][C:8]([N:11]2[C:20](=[O:21])[C:19]3[C:14](=[CH:15][CH:16]=[CH:17][CH:18]=3)[N:13]=[C:12]2[C:22]2[CH:23]=[N:24][C:25]([CH3:29])=[CH:26][CH:27]=2)=[CH:7][CH:6]=1)([CH2:3][CH3:4])[CH3:2]. The yield is 0.590. (4) The reactants are [Cl:1][C:2]1[CH:7]=[C:6]([F:8])[C:5]([N+:9]([O-])=O)=[CH:4][C:3]=1[N:12]1[CH2:17][C:16]2[CH:18]=[N:19][C:20]([N:22](OC)[CH3:23])=[CH:21][C:15]=2[N:14]([CH3:26])[C:13]1=[O:27]. The catalyst is CO.[Pd]. The product is [NH2:9][C:5]1[C:6]([F:8])=[CH:7][C:2]([Cl:1])=[C:3]([N:12]2[CH2:17][C:16]3[CH:18]=[N:19][C:20]([NH:22][CH3:23])=[CH:21][C:15]=3[N:14]([CH3:26])[C:13]2=[O:27])[CH:4]=1. The yield is 0.710. (5) The reactants are [Cl:1][C:2]1[CH:7]=[C:6]([OH:8])[CH:5]=[CH:4][C:3]=1[CH:9]([CH3:27])[C:10]([C:16]1[CH:17]=[CH:18][C:19]2[O:23][C:22](=[O:24])[N:21]([CH3:25])[C:20]=2[CH:26]=1)([OH:15])[C:11]([F:14])([F:13])[F:12].[CH3:28][O:29][C:30]([C:32]1[C:33]([Cl:39])=[N:34][C:35](Cl)=[CH:36][CH:37]=1)=[O:31].C(N(CC)CC)C.N12CCN(CC1)CC2. The catalyst is CN(C=O)C.O. The product is [CH3:28][O:29][C:30](=[O:31])[C:32]1[CH:37]=[CH:36][C:35]([O:8][C:6]2[CH:5]=[CH:4][C:3]([CH:9]([CH3:27])[C:10]([OH:15])([C:16]3[CH:17]=[CH:18][C:19]4[O:23][C:22](=[O:24])[N:21]([CH3:25])[C:20]=4[CH:26]=3)[C:11]([F:12])([F:13])[F:14])=[C:2]([Cl:1])[CH:7]=2)=[N:34][C:33]=1[Cl:39]. The yield is 0.870.